This data is from Catalyst prediction with 721,799 reactions and 888 catalyst types from USPTO. The task is: Predict which catalyst facilitates the given reaction. (1) Reactant: C([NH:8][C@H:9]([C:13]([OH:15])=O)[CH2:10][CH2:11][OH:12])(OC(C)(C)C)=O.C1C=C2N=NN(O)C2=CC=1.O.N=C=N.[NH2:30][CH2:31][CH2:32][CH2:33][C:34]#[C:35][C:36]1[CH:37]=[C:38]([CH:53]=[CH:54][CH:55]=1)[O:39][CH:40]1[CH2:45][CH2:44][N:43](C(OC(C)(C)C)=O)[CH2:42][CH2:41]1.CC[NH+](CC)CC.CC[NH+](CC)CC.C([O-])([O-])=O. Product: [NH2:8][C@@H:9]([CH2:10][CH2:11][OH:12])[C:13]([NH:30][CH2:31][CH2:32][CH2:33][C:34]#[C:35][C:36]1[CH:55]=[CH:54][CH:53]=[C:38]([O:39][CH:40]2[CH2:45][CH2:44][NH:43][CH2:42][CH2:41]2)[CH:37]=1)=[O:15]. The catalyst class is: 85. (2) Reactant: [CH3:1][C:2]1[O:6][C:5](=[O:7])[N:4]([CH2:8][C:9](=O)[CH3:10])[N:3]=1.O.[NH2:13][NH2:14].C(O)(=O)C(O)=O. Product: [CH3:10][C:9]1[CH2:8][N:4]([NH:3][C:2](=[O:6])[CH3:1])[C:5](=[O:7])[NH:13][N:14]=1. The catalyst class is: 378. (3) Product: [Cl:21][C:18]1[CH:19]=[CH:20][C:15]([S:14][C:6]2[C:5]3[C:9](=[CH:10][C:2]([F:1])=[CH:3][CH:4]=3)[NH:8][C:7]=2[C:11]([O:13][CH3:23])=[O:12])=[CH:16][CH:17]=1. Reactant: [F:1][C:2]1[CH:10]=[C:9]2[C:5]([C:6]([S:14][C:15]3[CH:20]=[CH:19][C:18]([Cl:21])=[CH:17][CH:16]=3)=[C:7]([C:11]([OH:13])=[O:12])[NH:8]2)=[CH:4][CH:3]=1.[Si](C=[N+]=[N-])(C)(C)[CH3:23].N#N. The catalyst class is: 442. (4) Reactant: Br[C:2]1[CH:3]=[C:4]([CH:9]=[C:10]([O:12][C:13]2[CH:18]=[N:17][C:16]([N:19]([C:24]([O:26][C:27]([CH3:30])([CH3:29])[CH3:28])=[O:25])[CH2:20][CH:21]3[CH2:23][CH2:22]3)=[CH:15][N:14]=2)[CH:11]=1)[C:5]([O:7][CH3:8])=[O:6].[C:31](=O)([O-])[O-].[K+].[K+].CB1OB(C)OB(C)O1.O. Product: [C:27]([O:26][C:24]([N:19]([CH2:20][CH:21]1[CH2:23][CH2:22]1)[C:16]1[N:17]=[CH:18][C:13]([O:12][C:10]2[CH:9]=[C:4]([CH:3]=[C:2]([CH3:31])[CH:11]=2)[C:5]([O:7][CH3:8])=[O:6])=[N:14][CH:15]=1)=[O:25])([CH3:29])([CH3:30])[CH3:28]. The catalyst class is: 12. (5) Reactant: [F:1][C:2]1[CH:9]=[CH:8][C:7]([F:10])=[CH:6][C:3]=1[CH:4]=O.[N+:11]([CH2:14][CH2:15][CH2:16][C:17]([O:19]C)=O)([O-:13])=[O:12].[N:21]1[CH:26]=[CH:25][CH:24]=[CH:23][C:22]=1[CH2:27][CH2:28][NH2:29].C([O-])(=O)C.[Na+].C(O)(=O)C. Product: [F:1][C:2]1[CH:9]=[CH:8][C:7]([F:10])=[CH:6][C:3]=1[C@@H:4]1[N:29]([CH2:28][CH2:27][C:22]2[CH:23]=[CH:24][CH:25]=[CH:26][N:21]=2)[C:17](=[O:19])[CH2:16][CH2:15][C@H:14]1[N+:11]([O-:13])=[O:12]. The catalyst class is: 8. (6) Reactant: [O:1]1[C@H:3]([CH2:4][CH2:5][CH:6]=[CH2:7])[CH2:2]1.Cl.[CH2:9]([NH:16][OH:17])[C:10]1[CH:15]=[CH:14][CH:13]=[CH:12][CH:11]=1.C(N(CC)CC)C. Product: [CH2:9]([N:16]([OH:17])[CH2:2][C@H:3]([OH:1])[CH2:4][CH2:5][CH:6]=[CH2:7])[C:10]1[CH:15]=[CH:14][CH:13]=[CH:12][CH:11]=1. The catalyst class is: 5. (7) Reactant: [C:1]([C:5]1[S:9][C:8]([CH2:10][OH:11])=[CH:7][CH:6]=1)([CH3:4])([CH3:3])[CH3:2].[CH3:12][S:13](Cl)(=[O:15])=[O:14]. Product: [CH3:12][S:13]([O:11][CH2:10][C:8]1[S:9][C:5]([C:1]([CH3:4])([CH3:2])[CH3:3])=[CH:6][CH:7]=1)(=[O:15])=[O:14]. The catalyst class is: 2. (8) Reactant: [Cl:1][C:2]1[CH:3]=[C:4]([N:8]2[CH2:13][CH2:12][N:11]([C:14]([C:16]3[S:25][C:19]4[N:20]=[CH:21][NH:22][C:23](=[O:24])[C:18]=4[C:17]=3[CH3:26])=[O:15])[CH2:10][CH2:9]2)[CH:5]=[CH:6][CH:7]=1.C([O-])([O-])=O.[K+].[K+].Cl[CH2:34][C:35]([N:37]([CH2:43][CH3:44])[CH2:38][C:39]([F:42])([F:41])[F:40])=[O:36]. Product: [Cl:1][C:2]1[CH:3]=[C:4]([N:8]2[CH2:13][CH2:12][N:11]([C:14]([C:16]3[S:25][C:19]4[N:20]=[CH:21][N:22]([CH2:34][C:35]([N:37]([CH2:43][CH3:44])[CH2:38][C:39]([F:40])([F:41])[F:42])=[O:36])[C:23](=[O:24])[C:18]=4[C:17]=3[CH3:26])=[O:15])[CH2:10][CH2:9]2)[CH:5]=[CH:6][CH:7]=1. The catalyst class is: 23.